This data is from Full USPTO retrosynthesis dataset with 1.9M reactions from patents (1976-2016). The task is: Predict the reactants needed to synthesize the given product. The reactants are: [CH:1]1([C:7]2[C:15]3[C:10](=[CH:11][C:12]([C:16]([O:18][CH3:19])=[O:17])=[CH:13][CH:14]=3)[NH:9][C:8]=2[C:20]2[CH:25]=[CH:24][C:23]([O:26]S(C3C=CC(C)=CC=3)(=O)=O)=[CH:22][C:21]=2[O:37][CH2:38][O:39][CH3:40])[CH2:6][CH2:5][CH2:4][CH2:3][CH2:2]1.C[O-].[Na+].Cl. Given the product [CH:1]1([C:7]2[C:15]3[C:10](=[CH:11][C:12]([C:16]([O:18][CH3:19])=[O:17])=[CH:13][CH:14]=3)[NH:9][C:8]=2[C:20]2[CH:25]=[CH:24][C:23]([OH:26])=[CH:22][C:21]=2[O:37][CH2:38][O:39][CH3:40])[CH2:6][CH2:5][CH2:4][CH2:3][CH2:2]1, predict the reactants needed to synthesize it.